Dataset: Reaction yield outcomes from USPTO patents with 853,638 reactions. Task: Predict the reaction yield, written as a fraction of the theoretical maximum amount of product (1.0 means a 100% yield; for example, 0.34 means a 34% yield). (1) The reactants are Br[C:2]1[CH:9]=[C:8]([F:10])[C:5]([CH:6]=[O:7])=[C:4]([F:11])[CH:3]=1.[CH3:12][C:13]1([CH3:22])[C:17]([CH3:19])([CH3:18])[O:16][B:15]([CH:20]=[CH2:21])[O:14]1. No catalyst specified. The product is [F:10][C:8]1[CH:9]=[C:2](/[CH:21]=[CH:20]/[B:15]2[O:16][C:17]([CH3:19])([CH3:18])[C:13]([CH3:22])([CH3:12])[O:14]2)[CH:3]=[C:4]([F:11])[C:5]=1[CH:6]=[O:7]. The yield is 0.760. (2) The reactants are C(OC([N:8]1[CH2:13][CH2:12][CH2:11][C@H:10]2[CH2:14][N:15]([C:17]3[C:26]([O:27][CH3:28])=[C:25]4[C:20]([C:21](=[O:58])[C:22]([C:32]([O:34][C:35]5[CH:40]=[CH:39][C:38]([CH:41]([P:50]([O:55]CC)([O:52]CC)=[O:51])[P:42]([O:47]CC)([O:44]CC)=[O:43])=[CH:37][CH:36]=5)=[O:33])=[CH:23][N:24]4[CH:29]4[CH2:31][CH2:30]4)=[CH:19][C:18]=3[F:59])[CH2:16][C@@H:9]12)=O)(C)(C)C.C(OC(N1CCC[C@H]2CN(C3C(OC)=C4C(C(=O)C(C(OCC(=O)NC(P(OCC)(OCC)=O)P(OCC)(OCC)=O)=O)=CN4C4CC4)=CC=3F)C[C@@H]12)=O)(C)(C)C. No catalyst specified. The product is [CH:29]1([N:24]2[C:25]3[C:20](=[CH:19][C:18]([F:59])=[C:17]([N:15]4[CH2:14][C@H:10]5[C@H:9]([NH:8][CH2:13][CH2:12][CH2:11]5)[CH2:16]4)[C:26]=3[O:27][CH3:28])[C:21](=[O:58])[C:22]([C:32]([O:34][C:35]3[CH:36]=[CH:37][C:38]([CH:41]([P:50]([OH:52])([OH:55])=[O:51])[P:42]([OH:47])([OH:44])=[O:43])=[CH:39][CH:40]=3)=[O:33])=[CH:23]2)[CH2:31][CH2:30]1. The yield is 0.540. (3) The reactants are [Cl:1][C:2]1[C:3]([CH3:15])=[C:4]([N+:12]([O-:14])=[O:13])[C:5]([OH:11])=[C:6]([C:8](=[O:10])[CH3:9])[CH:7]=1.C(N(CC)CC)C.[F:23][C:24]([F:37])([F:36])[S:25](O[S:25]([C:24]([F:37])([F:36])[F:23])(=[O:27])=[O:26])(=[O:27])=[O:26]. The catalyst is C(Cl)Cl. The product is [F:23][C:24]([F:37])([F:36])[S:25]([O:11][C:5]1[C:6]([C:8](=[O:10])[CH3:9])=[CH:7][C:2]([Cl:1])=[C:3]([CH3:15])[C:4]=1[N+:12]([O-:14])=[O:13])(=[O:27])=[O:26]. The yield is 0.780. (4) The reactants are [CH3:1][O:2][C:3]1[CH:4]=[C:5]([C:12]([O:14][CH3:15])=[O:13])[CH:6]=[N:7][C:8]=1[N+:9]([O-])=O.C(O)(=O)C. The catalyst is CO.[Fe]. The product is [NH2:9][C:8]1[N:7]=[CH:6][C:5]([C:12]([O:14][CH3:15])=[O:13])=[CH:4][C:3]=1[O:2][CH3:1]. The yield is 0.580. (5) The reactants are Cl.CN(C)CCCN=C=NCC.ON1C2C=CC=CC=2N=N1.[F:23][C:24]1[CH:25]=[C:26]([CH:30]=[CH:31][C:32]=1[N+:33]([O-:35])=[O:34])[C:27]([OH:29])=O.[CH2:36]([NH:41][CH2:42][CH2:43][CH:44]([CH3:46])[CH3:45])[CH2:37][CH:38]([CH3:40])[CH3:39]. The catalyst is C(Cl)(Cl)Cl.C1COCC1. The product is [F:23][C:24]1[CH:25]=[C:26]([CH:30]=[CH:31][C:32]=1[N+:33]([O-:35])=[O:34])[C:27]([N:41]([CH2:42][CH2:43][CH:44]([CH3:46])[CH3:45])[CH2:36][CH2:37][CH:38]([CH3:39])[CH3:40])=[O:29]. The yield is 0.650. (6) The reactants are [CH2:1]([N:8](C)[CH2:9][CH2:10][NH:11][C:12](=[O:18])[O:13][C:14]([CH3:17])([CH3:16])[CH3:15])C1C=CC=CC=1. The catalyst is [Pd].CO. The product is [CH3:1][NH:8][CH2:9][CH2:10][NH:11][C:12](=[O:18])[O:13][C:14]([CH3:16])([CH3:15])[CH3:17]. The yield is 0.683.